From a dataset of Forward reaction prediction with 1.9M reactions from USPTO patents (1976-2016). Predict the product of the given reaction. (1) Given the reactants [CH:1](NC(C)C)(C)[CH3:2].C([Li])CCC.[CH2:13]([NH:20][C:21](=[O:29])[C:22]1[C:27]([CH3:28])=[CH:26][CH:25]=[CH:24][N:23]=1)[C:14]1[CH:19]=[CH:18][CH:17]=[CH:16][CH:15]=1.C(OC)(=O)C, predict the reaction product. The product is: [CH2:13]([N:20]1[C:21](=[O:29])[C:22]2[N:23]=[CH:24][CH:25]=[CH:26][C:27]=2[CH:28]=[C:1]1[CH3:2])[C:14]1[CH:15]=[CH:16][CH:17]=[CH:18][CH:19]=1. (2) Given the reactants [F:1][C:2]([F:28])([F:27])[CH:3]1[CH2:8][CH2:7][CH:6]([O:9][C:10](=[O:26])[N:11]([C@H:13]2[C@H:17]([C:18]3[CH:23]=[CH:22][C:21]([Cl:24])=[C:20]([Cl:25])[CH:19]=3)[CH2:16][NH:15][CH2:14]2)[CH3:12])[CH2:5][CH2:4]1.[O:29]1[CH2:34][CH2:33][CH:32]([N:35]2[CH2:40][CH2:39][CH:38]([C:41](O)=[O:42])[CH2:37][CH2:36]2)[CH2:31][CH2:30]1, predict the reaction product. The product is: [F:28][C:2]([F:1])([F:27])[CH:3]1[CH2:8][CH2:7][CH:6]([O:9][C:10](=[O:26])[N:11]([C@H:13]2[C@H:17]([C:18]3[CH:23]=[CH:22][C:21]([Cl:24])=[C:20]([Cl:25])[CH:19]=3)[CH2:16][N:15]([C:41]([CH:38]3[CH2:39][CH2:40][N:35]([CH:32]4[CH2:33][CH2:34][O:29][CH2:30][CH2:31]4)[CH2:36][CH2:37]3)=[O:42])[CH2:14]2)[CH3:12])[CH2:5][CH2:4]1. (3) Given the reactants [C:1]([C:3]1[CH:4]=[CH:5][C:6]([NH:10][C:11]([C:13]2[C:17]3[N:18]=[C:19]([NH:22][C@@H:23]4[CH2:28][CH2:27][CH2:26][CH2:25][C@@H:24]4[NH:29]C(=O)OC(C)(C)C)[N:20]=[CH:21][C:16]=3[S:15][CH:14]=2)=[O:12])=[N:7][C:8]=1[CH3:9])#[N:2], predict the reaction product. The product is: [C:1]([C:3]1[CH:4]=[CH:5][C:6]([NH:10][C:11]([C:13]2[C:17]3[N:18]=[C:19]([NH:22][C@@H:23]4[CH2:28][CH2:27][CH2:26][CH2:25][C@@H:24]4[NH2:29])[N:20]=[CH:21][C:16]=3[S:15][CH:14]=2)=[O:12])=[N:7][C:8]=1[CH3:9])#[N:2]. (4) Given the reactants [Cl:1][C:2]1[CH:3]=[C:4]([C:9]2[CH:14]=[CH:13][C:12]([CH2:15][NH2:16])=[CH:11][CH:10]=2)[CH:5]=[CH:6][C:7]=1[Cl:8].[CH2:17]([O:19][C:20]([CH2:22][CH:23]([CH2:27][CH:28]([CH3:30])[CH3:29])[C:24](O)=[O:25])=[O:21])[CH3:18].C1C=CC2N(O)N=NC=2C=1.CN1CCOCC1.C(Cl)CCl, predict the reaction product. The product is: [Cl:1][C:2]1[CH:3]=[C:4]([C:9]2[CH:14]=[CH:13][C:12]([CH2:15][NH:16][C:24]([CH:23]([CH2:27][CH:28]([CH3:29])[CH3:30])[CH2:22][C:20]([O:19][CH2:17][CH3:18])=[O:21])=[O:25])=[CH:11][CH:10]=2)[CH:5]=[CH:6][C:7]=1[Cl:8]. (5) Given the reactants [CH2:1]([O:8][C:9]1[N:14]=[C:13]([CH3:15])[C:12](Br)=[CH:11][CH:10]=1)[C:2]1[CH:7]=[CH:6][CH:5]=[CH:4][CH:3]=1.C(=O)([O-])[O-].[Cs+].[Cs+].[Cl:23][C:24]1[CH:30]=[CH:29][C:28]([O:31][CH3:32])=[CH:27][C:25]=1[NH2:26], predict the reaction product. The product is: [CH2:1]([O:8][C:9]1[N:14]=[C:13]([CH3:15])[C:12]([NH:26][C:25]2[CH:27]=[C:28]([O:31][CH3:32])[CH:29]=[CH:30][C:24]=2[Cl:23])=[CH:11][CH:10]=1)[C:2]1[CH:7]=[CH:6][CH:5]=[CH:4][CH:3]=1.